From a dataset of Catalyst prediction with 721,799 reactions and 888 catalyst types from USPTO. Predict which catalyst facilitates the given reaction. (1) Reactant: [CH3:1][C:2]1[CH:9]=[CH:8][C:5]([C:6]#[N:7])=[C:4]([N+:10]([O-])=O)[CH:3]=1. Product: [NH2:10][C:4]1[CH:3]=[C:2]([CH3:1])[CH:9]=[CH:8][C:5]=1[C:6]#[N:7]. The catalyst class is: 29. (2) Reactant: [OH:1][C:2]1[CH:3]=[C:4]2[C:9](=[CH:10][CH:11]=1)[C:8]([NH:12][C:13](=[O:19])[O:14][C:15]([CH3:18])([CH3:17])[CH3:16])=[CH:7][CH:6]=[CH:5]2.C(N(CC)CC)C.C1C=CC(N([S:34]([C:37]([F:40])([F:39])[F:38])(=[O:36])=[O:35])[S:34]([C:37]([F:40])([F:39])[F:38])(=[O:36])=[O:35])=CC=1. Product: [F:38][C:37]([F:40])([F:39])[S:34]([O:1][C:2]1[CH:11]=[CH:10][C:9]2[C:4](=[CH:5][CH:6]=[CH:7][C:8]=2[NH:12][C:13]([O:14][C:15]([CH3:16])([CH3:18])[CH3:17])=[O:19])[CH:3]=1)(=[O:36])=[O:35]. The catalyst class is: 96. (3) Reactant: [C:1]([C:3]1[CH:4]=[C:5]([C:11]2[CH:15]=[C:14]([C:16]([O:18][CH2:19][CH3:20])=[O:17])[O:13][N:12]=2)[CH:6]=[CH:7][C:8]=1[O:9]C)#[N:2].BrB(Br)Br. Product: [C:1]([C:3]1[CH:4]=[C:5]([C:11]2[CH:15]=[C:14]([C:16]([O:18][CH2:19][CH3:20])=[O:17])[O:13][N:12]=2)[CH:6]=[CH:7][C:8]=1[OH:9])#[N:2]. The catalyst class is: 4. (4) Reactant: I[C:2]1[CH:3]=[N:4][C:5]2[C:10]([CH:11]=1)=[CH:9][CH:8]=[CH:7][C:6]=2[N+:12]([O-:14])=[O:13].[N:15]1[CH:20]=[CH:19][CH:18]=[CH:17][C:16]=1[SH:21].O=C1CCCCC1C(OCC)=O.C([O-])([O-])=O.[Cs+].[Cs+]. Product: [N+:12]([C:6]1[CH:7]=[CH:8][CH:9]=[C:10]2[C:5]=1[N:4]=[CH:3][C:2]([S:21][C:16]1[CH:17]=[CH:18][CH:19]=[CH:20][N:15]=1)=[CH:11]2)([O-:14])=[O:13]. The catalyst class is: 16. (5) Reactant: Cl[CH2:2][CH2:3][CH2:4][O:5][C:6]1[CH:11]=[CH:10][C:9]([C:12]2[O:13][C:14]([CH2:18]O)=[C:15]([CH3:17])[N:16]=2)=[CH:8][CH:7]=1.C([N:22]([CH2:25][CH3:26])[CH2:23][CH3:24])C.[CH3:27]S(Cl)(=O)=O.[Cl-].[NH4+].[I-].[Na+].[NH:36]1[CH2:41][CH2:40][CH2:39][CH2:38][CH2:37]1.Cl. Product: [CH3:17][C:15]1[N:16]=[C:12]([C:9]2[CH:8]=[CH:7][C:6]([O:5][CH2:4][CH2:3][CH2:2][N:22]3[CH2:23][CH2:24][CH2:27][CH2:26][CH2:25]3)=[CH:11][CH:10]=2)[O:13][C:14]=1[CH2:18][N:36]1[CH2:41][CH2:40][CH2:39][CH2:38][CH2:37]1. The catalyst class is: 4.